From a dataset of Forward reaction prediction with 1.9M reactions from USPTO patents (1976-2016). Predict the product of the given reaction. (1) The product is: [Cl:1][CH2:2][CH2:3][CH2:4][C:5]1[CH:6]=[C:7]2[C:12](=[CH:13][C:14]=1[F:15])[N:11]([C:18](=[O:20])[CH3:19])[CH2:10][CH2:9][C:8]2([CH3:17])[CH3:16]. Given the reactants [Cl:1][CH2:2][CH2:3][CH2:4][C:5]1[CH:6]=[C:7]2[C:12](=[CH:13][C:14]=1[F:15])[NH:11][CH2:10][CH2:9][C:8]2([CH3:17])[CH3:16].[C:18](O)(=[O:20])[CH3:19].C(N(CC)CC)C, predict the reaction product. (2) The product is: [CH2:9]([O:8][CH:7]1[CH:2]2[N:1]=[C:42]([NH:41][CH2:40][C:39]3[CH:44]=[CH:45][C:36]([O:35][CH3:34])=[CH:37][CH:38]=3)[O:33][CH:3]2[CH2:4][CH:5]([CH2:24][O:25][CH2:26][C:27]2[CH:32]=[CH:31][CH:30]=[CH:29][CH:28]=2)[CH:6]1[O:16][CH2:17][C:18]1[CH:19]=[CH:20][CH:21]=[CH:22][CH:23]=1)[C:10]1[CH:11]=[CH:12][CH:13]=[CH:14][CH:15]=1. Given the reactants [NH2:1][CH:2]1[CH:7]([O:8][CH2:9][C:10]2[CH:15]=[CH:14][CH:13]=[CH:12][CH:11]=2)[CH:6]([O:16][CH2:17][C:18]2[CH:23]=[CH:22][CH:21]=[CH:20][CH:19]=2)[CH:5]([CH2:24][O:25][CH2:26][C:27]2[CH:32]=[CH:31][CH:30]=[CH:29][CH:28]=2)[CH2:4][CH:3]1[OH:33].[CH3:34][O:35][C:36]1[CH:45]=[CH:44][C:39]([CH2:40][N:41]=[C:42]=S)=[CH:38][CH:37]=1.CI.C([O-])(O)=O.[Na+], predict the reaction product.